Task: Predict the reactants needed to synthesize the given product.. Dataset: Full USPTO retrosynthesis dataset with 1.9M reactions from patents (1976-2016) (1) Given the product [CH3:1][C:2]1[N:6]([CH2:7][C:8]([F:11])([F:10])[F:9])[N:5]=[C:4]([C:12]2[CH:17]=[CH:16][CH:15]=[CH:14][CH:13]=2)[C:3]=1[NH2:18], predict the reactants needed to synthesize it. The reactants are: [CH3:1][C:2]1[N:6]([CH2:7][C:8]([F:11])([F:10])[F:9])[N:5]=[C:4]([C:12]2[CH:17]=[CH:16][CH:15]=[CH:14][CH:13]=2)[C:3]=1[N:18]=O.Cl. (2) Given the product [N:15]1[CH:16]=[CH:17][CH:18]=[C:13]([CH:24]([C:23]2[S:19][CH:20]=[N:21][CH:22]=2)[OH:25])[CH:14]=1, predict the reactants needed to synthesize it. The reactants are: C([Li])CCC.CCCCCC.Br[C:13]1[CH:14]=[N:15][CH:16]=[CH:17][CH:18]=1.[S:19]1[C:23]([CH:24]=[O:25])=[CH:22][N:21]=[CH:20]1.Cl. (3) Given the product [Br:1][C:2]1[CH:3]=[C:4]2[C:8](=[CH:9][CH:10]=1)[N:7]([CH3:11])[C:6]([C:12]([C:20]1[CH:21]=[CH:22][C:17]([F:16])=[CH:18][CH:19]=1)=[O:13])=[CH:5]2, predict the reactants needed to synthesize it. The reactants are: [Br:1][C:2]1[CH:3]=[C:4]2[C:8](=[CH:9][CH:10]=1)[N:7]([CH3:11])[C:6]([C:12](Cl)=[O:13])=[CH:5]2.[Cl-].[F:16][C:17]1[CH:22]=[CH:21][C:20]([Zn+])=[CH:19][CH:18]=1.FC1C=CC([Mg]Br)=CC=1.Cl.